Task: Predict the product of the given reaction.. Dataset: Forward reaction prediction with 1.9M reactions from USPTO patents (1976-2016) (1) Given the reactants [S:1]1[C:5]2[CH:6]=[CH:7][CH:8]=[CH:9][C:4]=2[CH:3]=[C:2]1[C:10]([NH:12][C@H:13]([C:18]([NH:20][CH2:21][CH2:22][CH2:23][N:24](C)[C:25](=O)OC(C)(C)C)=[O:19])[CH2:14][CH:15]([CH3:17])[CH3:16])=[O:11].Cl.O1CCOCC1, predict the reaction product. The product is: [CH3:16][CH:15]([CH3:17])[CH2:14][C@H:13]([NH:12][C:10]([C:2]1[S:1][C:5]2[CH:6]=[CH:7][CH:8]=[CH:9][C:4]=2[CH:3]=1)=[O:11])[C:18]([NH:20][CH2:21][CH2:22][CH2:23][NH:24][CH3:25])=[O:19]. (2) Given the reactants [Br:1][C:2]1[CH:8]=[CH:7][C:5]([NH2:6])=[CH:4][CH:3]=1.[CH:9]([NH:11][NH:12][CH:13]=O)=O.C(N(CC)CC)C.Cl[Si](C)(C)C, predict the reaction product. The product is: [Br:1][C:2]1[CH:8]=[CH:7][C:5]([N:6]2[CH:13]=[N:12][N:11]=[CH:9]2)=[CH:4][CH:3]=1. (3) Given the reactants [CH3:1][O:2][C:3]([C@@H:5]1[CH2:14][C:13]2[C:8](=[CH:9][C:10]([OH:16])=[C:11]([OH:15])[CH:12]=2)[CH2:7][N:6]1[C:17]([O:19][C:20]([CH3:23])([CH3:22])[CH3:21])=[O:18])=[O:4].Br[CH2:25][C:26]([C:28]1[CH:33]=[CH:32][C:31]([O:34][CH2:35][C:36]2[CH:41]=[CH:40][C:39]([Cl:42])=[C:38]([Cl:43])[CH:37]=2)=[CH:30][CH:29]=1)=[O:27].C(=O)(O)[O-].[Na+].C1CCN2C(=NCCC2)CC1, predict the reaction product. The product is: [CH3:1][O:2][C:3]([CH:5]1[CH2:14][C:13]2[CH:12]=[C:11]3[O:15][CH2:25][C@@:26]([C:28]4[CH:33]=[CH:32][C:31]([O:34][CH2:35][C:36]5[CH:41]=[CH:40][C:39]([Cl:42])=[C:38]([Cl:43])[CH:37]=5)=[CH:30][CH:29]=4)([OH:27])[O:16][C:10]3=[CH:9][C:8]=2[CH2:7][N:6]1[C:17]([O:19][C:20]([CH3:23])([CH3:22])[CH3:21])=[O:18])=[O:4].